This data is from Full USPTO retrosynthesis dataset with 1.9M reactions from patents (1976-2016). The task is: Predict the reactants needed to synthesize the given product. (1) Given the product [C:42]1([S:48]([N:33]2[C:28]3[C:27](=[CH:32][CH:31]=[CH:30][CH:29]=3)[C:6]([CH:7]=[CH:8][C:64]([NH:62][OH:55])=[O:65])=[CH:5]2)(=[O:50])=[O:49])[CH:47]=[CH:46][CH:45]=[CH:44][CH:43]=1, predict the reactants needed to synthesize it. The reactants are: NOC1[CH2:8][CH2:7][CH2:6][CH2:5]O1.C1CN([P+](ON2N=[N:33][C:28]3[CH:29]=[CH:30][CH:31]=[CH:32][C:27]2=3)(N2CCCC2)N2CCCC2)CC1.F[P-](F)(F)(F)(F)F.[C:42]1([S:48](Cl)(=[O:50])=[O:49])[CH:47]=[CH:46][CH:45]=[CH:44][CH:43]=1.[OH-].[K+].C(O)(C(F)(F)F)=[O:55].C[N:62]([CH:64]=[O:65])C. (2) The reactants are: C([O:4][C:5](=[O:38])[CH2:6][C:7]1[CH:8]=[C:9]([CH:15]=[CH:16][C:17]=1[O:18][CH2:19][CH2:20][CH2:21][C:22]1[CH:27]=[CH:26][C:25]([O:28][CH2:29][CH2:30][CH2:31][CH:32]2[CH2:37][CH2:36][CH2:35][CH2:34][CH2:33]2)=[CH:24][CH:23]=1)[C:10]([O:12][CH2:13][CH3:14])=[O:11])C=C.N1CCOCC1. Given the product [CH:32]1([CH2:31][CH2:30][CH2:29][O:28][C:25]2[CH:26]=[CH:27][C:22]([CH2:21][CH2:20][CH2:19][O:18][C:17]3[CH:16]=[CH:15][C:9]([C:10]([O:12][CH2:13][CH3:14])=[O:11])=[CH:8][C:7]=3[CH2:6][C:5]([OH:38])=[O:4])=[CH:23][CH:24]=2)[CH2:37][CH2:36][CH2:35][CH2:34][CH2:33]1, predict the reactants needed to synthesize it. (3) Given the product [O:13]1[CH:17]=[CH:16][CH:15]=[C:14]1[C:5]1[CH:6]=[C:7]([CH:10]=[CH:11][N:12]=1)[CH:8]=[O:9], predict the reactants needed to synthesize it. The reactants are: B(O)O.Br[C:5]1[CH:6]=[C:7]([CH:10]=[CH:11][N:12]=1)[CH:8]=[O:9].[O:13]1[CH:17]=[CH:16][CH:15]=[C:14]1B(O)O. (4) Given the product [Cl:7][C:4]1[C:3]([C:8]([O:10][CH3:16])=[O:9])=[C:2]([Cl:1])[S:6][N:5]=1, predict the reactants needed to synthesize it. The reactants are: [Cl:1][C:2]1[S:6][N:5]=[C:4]([Cl:7])[C:3]=1[C:8]([OH:10])=[O:9].S(=O)(=O)(O)O.[CH3:16]O. (5) Given the product [Cl:30][C:24]1[CH:23]=[C:22]([C:19]2[CH:20]=[CH:21][N:17]([CH2:16][C@@H:15]([NH:14][C:11]([C:8]3[NH:9][N:10]=[C:6]([C:2]4[O:1][CH:5]=[CH:4][CH:3]=4)[CH:7]=3)=[O:13])[CH3:31])[N:18]=2)[CH:29]=[CH:28][C:25]=1[C:26]#[N:27], predict the reactants needed to synthesize it. The reactants are: [O:1]1[CH:5]=[CH:4][CH:3]=[C:2]1[C:6]1[CH:7]=[C:8]([C:11]([OH:13])=O)[NH:9][N:10]=1.[NH2:14][C@@H:15]([CH3:31])[CH2:16][N:17]1[CH:21]=[CH:20][C:19]([C:22]2[CH:29]=[CH:28][C:25]([C:26]#[N:27])=[C:24]([Cl:30])[CH:23]=2)=[N:18]1. (6) Given the product [ClH:1].[ClH:1].[O:11]([CH2:10][CH2:9][O:8][C:7]1[C:2]([N:24]2[CH2:29][CH2:28][NH:27][CH2:26][CH2:25]2)=[N:3][CH:4]=[CH:5][CH:6]=1)[C:12]1[CH:17]=[CH:16][CH:15]=[CH:14][CH:13]=1, predict the reactants needed to synthesize it. The reactants are: [Cl:1][C:2]1[C:7]([O:8][CH2:9][CH2:10][O:11][C:12]2[CH:17]=[CH:16][CH:15]=[CH:14][CH:13]=2)=[CH:6][CH:5]=[CH:4][N:3]=1.O.O.O.O.O.O.[NH:24]1[CH2:29][CH2:28][NH:27][CH2:26][CH2:25]1. (7) Given the product [S:8]1[C:3]2[CH:4]=[CH:5][CH:6]=[CH:7][C:2]=2[N:1]=[C:15]1[C:14]1[CH:17]=[C:10]([CH3:9])[CH:11]=[CH:12][C:13]=1[OH:18], predict the reactants needed to synthesize it. The reactants are: [NH2:1][C:2]1[CH:7]=[CH:6][CH:5]=[CH:4][C:3]=1[SH:8].[CH3:9][C:10]1[CH:17]=[C:14]([CH:15]=O)[C:13]([OH:18])=[CH:12][CH:11]=1. (8) Given the product [O:18]1[CH2:19][CH2:20][O:21][CH2:22][CH:17]1[C:16]1[C:10]2[S:9][C:8]([NH:7][C:5](=[O:6])[C:4]3[CH:25]=[CH:26][N:27]=[C:2]([N:40]4[CH2:41][CH:38]([O:37][CH2:35][CH3:36])[CH2:39]4)[CH:3]=3)=[N:12][C:11]=2[C:13]([O:23][CH3:24])=[CH:14][CH:15]=1, predict the reactants needed to synthesize it. The reactants are: Br[C:2]1[CH:3]=[C:4]([CH:25]=[CH:26][N:27]=1)[C:5]([NH:7][C:8]1[S:9][C:10]2[C:16]([CH:17]3[CH2:22][O:21][CH2:20][CH2:19][O:18]3)=[CH:15][CH:14]=[C:13]([O:23][CH3:24])[C:11]=2[N:12]=1)=[O:6].C(=O)([O-])[O-].[Cs+].[Cs+].Cl.[CH2:35]([O:37][CH:38]1[CH2:41][NH:40][CH2:39]1)[CH3:36].C(Cl)(Cl)Cl. (9) Given the product [Br:1][C:2]1[CH:11]=[C:10]2[C:5]([N:6]=[CH:7][C:8]3[N:9]2[CH:14]=[N:13][N:12]=3)=[CH:4][CH:3]=1, predict the reactants needed to synthesize it. The reactants are: [Br:1][C:2]1[CH:11]=[C:10]2[C:5]([N:6]=[CH:7][C:8]([NH:12][NH2:13])=[N:9]2)=[CH:4][CH:3]=1.[CH:14](OCC)(OCC)OCC.